The task is: Predict the reaction yield, written as a fraction of the theoretical maximum amount of product (1.0 means a 100% yield; for example, 0.34 means a 34% yield).. This data is from Reaction yield outcomes from USPTO patents with 853,638 reactions. (1) The reactants are [Cl:1][C:2]1[CH:7]=[CH:6][C:5]([CH:8](Cl)[C:9]2[CH:14]=[CH:13][C:12]([Cl:15])=[CH:11][CH:10]=2)=[CH:4][CH:3]=1.[NH:17]1[CH2:22][CH2:21][NH:20][CH2:19][CH2:18]1.[I-].[K+].C(=O)([O-])[O-].[K+].[K+]. The catalyst is C(#N)C. The product is [Cl:1][C:2]1[CH:7]=[CH:6][C:5]([CH:8]([N:17]2[CH2:22][CH2:21][NH:20][CH2:19][CH2:18]2)[C:9]2[CH:14]=[CH:13][C:12]([Cl:15])=[CH:11][CH:10]=2)=[CH:4][CH:3]=1. The yield is 0.840. (2) The reactants are [C:1]([C:3]1[CH:8]=[CH:7][C:6]([OH:9])=[CH:5][CH:4]=1)#[N:2].F[C:11]1[CH:16]=[CH:15][CH:14]=[CH:13][C:12]=1[N+:17]([O-:19])=[O:18].[C:20]([C:22]1[CH:35]=[CH:34][C:25]([O:26][C:27]2[CH:33]=[CH:32][CH:31]=[CH:30][C:28]=2[NH2:29])=[CH:24][CH:23]=1)#[N:21].[NH2:36][C:37]1[S:38][CH:39]=[CH:40][N:41]=1. No catalyst specified. The product is [C:1]([C:3]1[CH:8]=[CH:7][C:6]([O:9][C:11]2[CH:16]=[CH:15][CH:14]=[CH:13][C:12]=2[N+:17]([O-:19])=[O:18])=[CH:5][CH:4]=1)#[N:2].[C:20]([C:22]1[CH:35]=[CH:34][C:25]([O:26][C:27]2[CH:33]=[CH:32][CH:31]=[CH:30][C:28]=2[NH:29][C:6]([NH:36][C:37]2[S:38][CH:39]=[CH:40][N:41]=2)=[O:9])=[CH:24][CH:23]=1)#[N:21]. The yield is 0.690.